This data is from Catalyst prediction with 721,799 reactions and 888 catalyst types from USPTO. The task is: Predict which catalyst facilitates the given reaction. (1) Reactant: [N:1]1([CH:5]2[CH2:8][N:7](C(C3C=CC=CC=3)C3C=CC=CC=3)[CH2:6]2)[CH2:4][CH2:3][CH2:2]1.[ClH:22]. Product: [ClH:22].[ClH:22].[N:1]1([CH:5]2[CH2:8][NH:7][CH2:6]2)[CH2:4][CH2:3][CH2:2]1. The catalyst class is: 13. (2) Reactant: Br[C:2]1[CH:7]=[C:6]([CH3:8])[C:5]([NH:9][C:10]([NH:12][C:13]2[CH:14]=[C:15]([C:34]3[CH:39]=[CH:38][CH:37]=[C:36]([F:40])[CH:35]=3)[CH:16]=[CH:17][C:18]=2[C:19]([NH:21][C@H:22]([C:30]([O:32][CH3:33])=[O:31])[C@@H:23]([CH3:29])[O:24][C:25]([CH3:28])([CH3:27])[CH3:26])=[O:20])=[O:11])=[C:4]([CH3:41])[CH:3]=1.[CH2:42]([Sn](CCCC)(CCCC)CCCC)[CH:43]=[CH2:44].O.C(OCC)(=O)C. Product: [CH3:26][C:25]([O:24][C@H:23]([CH3:29])[C@@H:22]([C:30]([O:32][CH3:33])=[O:31])[NH:21][C:19]([C:18]1[CH:17]=[CH:16][C:15]([C:34]2[CH:39]=[CH:38][CH:37]=[C:36]([F:40])[CH:35]=2)=[CH:14][C:13]=1[NH:12][C:10]([NH:9][C:5]1[C:6]([CH3:8])=[CH:7][C:2]([CH2:44][CH:43]=[CH2:42])=[CH:3][C:4]=1[CH3:41])=[O:11])=[O:20])([CH3:28])[CH3:27]. The catalyst class is: 23. (3) Reactant: ClCC1C=CC([C@H](C2C=CC(Cl)=CC=2)[N:10]2[CH2:13][C:12](=[C:14]([C:19]3[CH:24]=[C:23]([F:25])[CH:22]=[C:21]([F:26])[CH:20]=3)[S:15]([CH3:18])(=[O:17])=[O:16])[CH2:11]2)=CC=1. Product: [F:26][C:21]1[CH:20]=[C:19]([C:14](=[C:12]2[CH2:13][NH:10][CH2:11]2)[S:15]([CH3:18])(=[O:17])=[O:16])[CH:24]=[C:23]([F:25])[CH:22]=1. The catalyst class is: 4.